Predict the reactants needed to synthesize the given product. From a dataset of Full USPTO retrosynthesis dataset with 1.9M reactions from patents (1976-2016). (1) The reactants are: [CH3:1][NH:2][CH2:3][C:4]1[CH:9]=[CH:8][C:7]([C:10]#[C:11][Si:12]([CH3:15])([CH3:14])[CH3:13])=[CH:6][CH:5]=1.C(N(CC)CC)C.Cl[C:24]([O:26][CH3:27])=[O:25].O. Given the product [CH3:27][O:26][C:24](=[O:25])[N:2]([CH3:1])[CH2:3][C:4]1[CH:9]=[CH:8][C:7]([C:10]#[C:11][Si:12]([CH3:13])([CH3:15])[CH3:14])=[CH:6][CH:5]=1, predict the reactants needed to synthesize it. (2) Given the product [OH:23][C:18]1[CH:19]=[CH:20][CH:21]=[CH:22][C:17]=1[O:16][C:11]1[CH:12]=[CH:13][CH:14]=[CH:15][C:10]=1[C:9]([OH:31])=[O:8], predict the reactants needed to synthesize it. The reactants are: C([O:8][C:9](=[O:31])[C:10]1[CH:15]=[CH:14][CH:13]=[CH:12][C:11]=1[O:16][C:17]1[CH:22]=[CH:21][CH:20]=[CH:19][C:18]=1[O:23]CC1C=CC=CC=1)C1C=CC=CC=1. (3) The reactants are: [CH:1]1[C:14]2[C:5](=[N:6][CH:7]=[C:8]3[C:13]=2[CH:12]=[CH:11][CH:10]=[CH:9]3)[CH:4]=[CH:3][CH:2]=1.[F:15][C:16]([F:28])([F:27])[O:17][C:18]1[CH:26]=[CH:25][CH:24]=[CH:23][C:19]=1[C:20](Cl)=[O:21].[NH:29]1[C:37]2[C:32](=[CH:33][CH:34]=[CH:35][CH:36]=2)[CH:31]=[CH:30]1. Given the product [NH:29]1[C:37]2[C:32](=[CH:33][CH:34]=[CH:35][CH:36]=2)[C:31]([CH:7]2[C:8]3[C:13](=[CH:12][CH:11]=[CH:10][CH:9]=3)[C:14]3[CH:1]=[CH:2][CH:3]=[CH:4][C:5]=3[N:6]2[C:20]([C:19]2[CH:23]=[CH:24][CH:25]=[CH:26][C:18]=2[O:17][C:16]([F:28])([F:27])[F:15])=[O:21])=[CH:30]1, predict the reactants needed to synthesize it. (4) Given the product [C:1]([O:5][C:6]([N:8]1[CH2:9][CH2:10][CH:11]([C:14]2[CH:15]=[N:16][C:17]([NH2:26])=[C:18]([C:20]3[N:25]=[CH:24][CH:23]=[CH:22][N:21]=3)[CH:19]=2)[CH2:12][CH2:13]1)=[O:7])([CH3:4])([CH3:2])[CH3:3], predict the reactants needed to synthesize it. The reactants are: [C:1]([O:5][C:6]([N:8]1[CH2:13][CH:12]=[C:11]([C:14]2[CH:15]=[N:16][C:17]([NH2:26])=[C:18]([C:20]3[N:25]=[CH:24][CH:23]=[CH:22][N:21]=3)[CH:19]=2)[CH2:10][CH2:9]1)=[O:7])([CH3:4])([CH3:3])[CH3:2]. (5) Given the product [N+:13]([C:16]1[C:21]2[N:22]([CH:25]([CH3:26])[C:3]#[N:4])[CH:23]=[N:24][C:20]=2[CH:19]=[CH:18][CH:17]=1)([O-:15])=[O:14], predict the reactants needed to synthesize it. The reactants are: BrC(C)[C:3]#[N:4].C([NH+](CC)CC)C.[N+:13]([C:16]1[C:21]2[N:22]([CH2:25][C:26]([O-])=O)[CH:23]=[N:24][C:20]=2[CH:19]=[CH:18][CH:17]=1)([O-:15])=[O:14]. (6) Given the product [F:9][C:2]([F:1])([F:8])[C:3](=[O:5])[CH2:18][C:17]([C:14]1[CH:15]=[CH:16][C:11]([OH:10])=[C:12]([N+:20]([O-:22])=[O:21])[CH:13]=1)=[O:19], predict the reactants needed to synthesize it. The reactants are: [F:1][C:2]([F:9])([F:8])[C:3]([O:5]CC)=O.[OH:10][C:11]1[CH:16]=[CH:15][C:14]([C:17](=[O:19])[CH3:18])=[CH:13][C:12]=1[N+:20]([O-:22])=[O:21]. (7) Given the product [F:1][C:2]1[CH:42]=[N:41][C:5]2[N:6]([C:31]3[CH:32]=[C:33]([CH:38]=[CH:39][CH:40]=3)[C:34]([OH:36])=[O:35])[C:7](=[O:30])[N:8]([C@H:11]3[CH2:12][CH2:13][C@@H:14]([NH:17][C:18]([C:20]4[N:21]=[C:22]5[CH:27]=[CH:26][C:25]([F:28])=[CH:24][N:23]5[CH:29]=4)=[O:19])[CH2:15][CH2:16]3)[C:9](=[O:10])[C:4]=2[CH:3]=1, predict the reactants needed to synthesize it. The reactants are: [F:1][C:2]1[CH:42]=[N:41][C:5]2[N:6]([C:31]3[CH:32]=[C:33]([CH:38]=[CH:39][CH:40]=3)[C:34]([O:36]C)=[O:35])[C:7](=[O:30])[N:8]([C@H:11]3[CH2:16][CH2:15][C@@H:14]([NH:17][C:18]([C:20]4[N:21]=[C:22]5[CH:27]=[CH:26][C:25]([F:28])=[CH:24][N:23]5[CH:29]=4)=[O:19])[CH2:13][CH2:12]3)[C:9](=[O:10])[C:4]=2[CH:3]=1.[OH-].[Li+].C(O)(=O)C.